Dataset: Forward reaction prediction with 1.9M reactions from USPTO patents (1976-2016). Task: Predict the product of the given reaction. (1) Given the reactants Br[C:2]1[CH:11]=[CH:10][C:9]2[N:8]=[CH:7][C:6]3[N:12]([CH3:23])[C:13](=[O:22])[N:14]([C:15]4[C:16]([CH3:21])=[N:17][N:18]([CH3:20])[CH:19]=4)[C:5]=3[C:4]=2[CH:3]=1.[CH:24]([N:27]([CH3:43])[C:28]1[CH:33]=[C:32](B2OC(C)(C)C(C)(C)O2)[CH:31]=[CH:30][N:29]=1)([CH3:26])[CH3:25], predict the reaction product. The product is: [CH3:20][N:18]1[CH:19]=[C:15]([N:14]2[C:5]3[C:4]4[CH:3]=[C:2]([C:32]5[CH:31]=[CH:30][N:29]=[C:28]([N:27]([CH:24]([CH3:26])[CH3:25])[CH3:43])[CH:33]=5)[CH:11]=[CH:10][C:9]=4[N:8]=[CH:7][C:6]=3[N:12]([CH3:23])[C:13]2=[O:22])[C:16]([CH3:21])=[N:17]1. (2) Given the reactants [C:1]([O:9][CH2:10][CH3:11])(=[O:8])[CH2:2][C:3]([O:5][CH2:6][CH3:7])=[O:4].[Mg+2].[Cl-].[Cl-].[Cl:15][C:16]1[CH:17]=[C:18]([C:23]([CH3:28])([CH3:27])[C:24](O)=[O:25])[CH:19]=[CH:20][C:21]=1[F:22].S(Cl)(Cl)=O, predict the reaction product. The product is: [Cl:15][C:16]1[CH:17]=[C:18]([C:23]([CH3:28])([CH3:27])[C:24]([CH:2]([C:3]([O:5][CH2:6][CH3:7])=[O:4])[C:1]([O:9][CH2:10][CH3:11])=[O:8])=[O:25])[CH:19]=[CH:20][C:21]=1[F:22]. (3) Given the reactants O[C:2]([CH3:26])([CH3:25])[C:3]#[C:4][C:5]1[CH:24]=[CH:23][C:8]2[N:9]=[C:10]([C:15]3[CH:16]=[C:17]([CH:20]=[CH:21][CH:22]=3)[C:18]#[N:19])[CH2:11][C:12](=[O:14])[NH:13][C:7]=2[CH:6]=1.C(O)(C(F)(F)F)=O, predict the reaction product. The product is: [CH3:26][C:2](=[CH2:25])[C:3]#[C:4][C:5]1[CH:24]=[CH:23][C:8]2[N:9]=[C:10]([C:15]3[CH:16]=[C:17]([CH:20]=[CH:21][CH:22]=3)[C:18]#[N:19])[CH2:11][C:12](=[O:14])[NH:13][C:7]=2[CH:6]=1. (4) Given the reactants C([O-])(=O)C.[NH4+].[OH:6][C:7]1[CH:8]=[C:9]([CH:12]=[CH:13][C:14]=1[OH:15])[CH:10]=O.[N+:16]([CH3:19])([O-:18])=[O:17], predict the reaction product. The product is: [N+:16]([CH:19]=[CH:10][C:9]1[CH:8]=[C:7]([OH:6])[C:14]([OH:15])=[CH:13][CH:12]=1)([O-:18])=[O:17]. (5) Given the reactants C(OC(C)C)(=O)[C@H]([C@@H](C(OC(C)C)=O)O)[OH:3].[CH2:17]([OH:24])/[CH:18]=[CH:19]/[CH2:20][CH2:21][CH2:22][CH3:23].C(OO)(C)(C)C.C(O)(=O)[C@@H]([C@H](C(O)=O)O)O, predict the reaction product. The product is: [CH2:20]([C@H:19]1[O:3][C@@H:18]1[CH2:17][OH:24])[CH2:21][CH2:22][CH3:23]. (6) Given the reactants Cl.[NH:2]1[CH2:7][CH2:6][CH:5]([CH2:8][O:9][C:10]2[C:11]([NH2:16])=[N:12][CH:13]=[CH:14][CH:15]=2)[CH2:4][CH2:3]1.[C:17]12([NH:22][C:23]([C:25]3[CH:30]=[C:29](Cl)[N:28]=[C:27]([O:32][CH2:33][C@H:34]4[CH2:36][C@H:35]4[C:37]#[N:38])[N:26]=3)=[O:24])[CH2:21][CH:19]([CH2:20]1)[CH2:18]2.C(Cl)Cl.CO, predict the reaction product. The product is: [NH2:16][C:11]1[C:10]([O:9][CH2:8][CH:5]2[CH2:6][CH2:7][N:2]([C:29]3[N:28]=[C:27]([O:32][CH2:33][C@H:34]4[CH2:36][C@H:35]4[C:37]#[N:38])[N:26]=[C:25]([C:23]([NH:22][C:17]45[CH2:21][CH:19]([CH2:18]4)[CH2:20]5)=[O:24])[CH:30]=3)[CH2:3][CH2:4]2)=[CH:15][CH:14]=[CH:13][N:12]=1. (7) The product is: [CH2:1]([O:4][CH:5]([CH2:17][O:18][CH2:19][C:20]#[CH:21])[CH2:6][N:7]1[C:8](=[O:9])[NH:10][NH:11][C:12]1=[O:13])[C:2]#[CH:3]. Given the reactants [CH2:1]([O:4][CH:5]([CH2:17][O:18][CH2:19][C:20]#[CH:21])[CH2:6][NH:7][C:8]([NH:10][NH:11][C:12](OCC)=[O:13])=[O:9])[C:2]#[CH:3].C(=O)([O-])[O-].[K+].[K+], predict the reaction product. (8) Given the reactants [C:1]([C:4]1[N:5]=[C:6](/[CH:9]=[CH:10]\[S:11][C:12]([C:25]2[CH:30]=[CH:29][CH:28]=[CH:27][CH:26]=2)([C:19]2[CH:24]=[CH:23][CH:22]=[CH:21][CH:20]=2)[C:13]2[CH:18]=[CH:17][CH:16]=[CH:15][CH:14]=2)[S:7][CH:8]=1)(O)=[O:2].C(C(C(C(O)=O)O)O)(O)=O.[OH:41][CH:42]1[CH2:45][NH:44][CH2:43]1, predict the reaction product. The product is: [OH:41][CH:42]1[CH2:45][N:44]([C:1]([C:4]2[N:5]=[C:6](/[CH:9]=[CH:10]\[S:11][C:12]([C:25]3[CH:30]=[CH:29][CH:28]=[CH:27][CH:26]=3)([C:19]3[CH:24]=[CH:23][CH:22]=[CH:21][CH:20]=3)[C:13]3[CH:14]=[CH:15][CH:16]=[CH:17][CH:18]=3)[S:7][CH:8]=2)=[O:2])[CH2:43]1. (9) Given the reactants [CH3:1][N:2]1[CH2:7][CH2:6][CH:5]([N:8]2[CH2:12][CH2:11][CH:10]([N:13]3[C:17]4=[N:18][CH:19]=[N:20][C:21]([NH2:22])=[C:16]4[C:15]([C:23]4[CH:28]=[CH:27][C:26]([O:29][C:30]5[CH:35]=[CH:34][CH:33]=[CH:32][CH:31]=5)=[CH:25][CH:24]=4)=[N:14]3)[CH2:9]2)[CH2:4][CH2:3]1.[C:36]([OH:43])(=[O:42])/[CH:37]=[CH:38]\[C:39]([OH:41])=[O:40], predict the reaction product. The product is: [C:36]([OH:43])(=[O:42])/[CH:37]=[CH:38]\[C:39]([OH:41])=[O:40].[C:36]([OH:43])(=[O:42])/[CH:37]=[CH:38]\[C:39]([OH:41])=[O:40].[C:36]([OH:43])(=[O:42])/[CH:37]=[CH:38]\[C:39]([OH:41])=[O:40].[CH3:1][N:2]1[CH2:7][CH2:6][CH:5]([N:8]2[CH2:12][CH2:11][CH:10]([N:13]3[C:17]4=[N:18][CH:19]=[N:20][C:21]([NH2:22])=[C:16]4[C:15]([C:23]4[CH:28]=[CH:27][C:26]([O:29][C:30]5[CH:35]=[CH:34][CH:33]=[CH:32][CH:31]=5)=[CH:25][CH:24]=4)=[N:14]3)[CH2:9]2)[CH2:4][CH2:3]1. (10) Given the reactants [Cl:1][C:2]1[CH:7]=[CH:6][CH:5]=[C:4]([Cl:8])[C:3]=1[CH2:9][CH2:10][O:11][CH2:12][CH2:13][N:14]1[CH2:19][CH2:18][CH:17]([OH:20])[CH2:16][CH2:15]1.C[N+]1([O-])CCOCC1.CCOCC, predict the reaction product. The product is: [Cl:1][C:2]1[CH:7]=[CH:6][CH:5]=[C:4]([Cl:8])[C:3]=1[CH2:9][CH2:10][O:11][CH2:12][CH2:13][N:14]1[CH2:15][CH2:16][C:17](=[O:20])[CH2:18][CH2:19]1.